This data is from Forward reaction prediction with 1.9M reactions from USPTO patents (1976-2016). The task is: Predict the product of the given reaction. (1) Given the reactants Br[C:2]1[CH:7]=[CH:6][CH:5]=[CH:4][N:3]=1.[CH2:8]([C:12]1[O:13][C:14]2[C:20]([F:21])=[CH:19][CH:18]=[C:17]([F:22])[C:15]=2[N:16]=1)[CH2:9][C:10]#[CH:11], predict the reaction product. The product is: [F:22][C:17]1[C:15]2[N:16]=[C:12]([CH2:8][CH2:9][C:10]#[C:11][C:2]3[CH:7]=[CH:6][CH:5]=[CH:4][N:3]=3)[O:13][C:14]=2[C:20]([F:21])=[CH:19][CH:18]=1. (2) Given the reactants [F:1][C:2]1[CH:3]=[C:4](B(O)O)[C:5]([O:8][CH3:9])=[CH:6][CH:7]=1.[N+:13]([C:16]1[CH:21]=[CH:20][CH:19]=[CH:18][C:17]=1Br)([O-:15])=[O:14].C(N(CC)CC)C, predict the reaction product. The product is: [N+:13]([C:16]1[CH:21]=[CH:20][CH:19]=[CH:18][C:17]=1[C:4]1[CH:3]=[C:2]([F:1])[CH:7]=[CH:6][C:5]=1[O:8][CH3:9])([O-:15])=[O:14]. (3) Given the reactants Br[C:2]1[C:11]([S:12]([N:15]2[CH2:21][CH2:20][CH2:19][N:18]([C:22]([O:24][C:25]([CH3:28])([CH3:27])[CH3:26])=[O:23])[CH2:17][C@@H:16]2[CH3:29])(=[O:14])=[O:13])=[CH:10][CH:9]=[C:8]2[C:3]=1[CH:4]=[CH:5][N:6]=[CH:7]2.[CH3:30]B(O)O.P([O-])([O-])([O-])=O.[K+].[K+].[K+].O, predict the reaction product. The product is: [C:25]([O:24][C:22]([N:18]1[CH2:19][CH2:20][CH2:21][N:15]([S:12]([C:11]2[C:2]([CH3:30])=[C:3]3[C:8](=[CH:9][CH:10]=2)[CH:7]=[N:6][CH:5]=[CH:4]3)(=[O:14])=[O:13])[C@@H:16]([CH3:29])[CH2:17]1)=[O:23])([CH3:28])([CH3:27])[CH3:26]. (4) Given the reactants C(S([C:11]1[N:12]=[C:13]([NH:21][C@@H:22]([CH2:26][OH:27])[CH2:23][CH2:24][CH3:25])[C:14]2[S:19][C:18](=[O:20])[NH:17][C:15]=2[N:16]=1)(=O)=O)C1C=CC=CC=1.[C:28]1([C@@H:34]([OH:36])[CH3:35])[CH:33]=[CH:32][CH:31]=[CH:30][CH:29]=1.[Li]CCCC, predict the reaction product. The product is: [OH:27][CH2:26][C@H:22]([NH:21][C:13]1[C:14]2[S:19][C:18](=[O:20])[NH:17][C:15]=2[N:16]=[C:11]([O:36][C@H:34]([C:28]2[CH:33]=[CH:32][CH:31]=[CH:30][CH:29]=2)[CH3:35])[N:12]=1)[CH2:23][CH2:24][CH3:25]. (5) Given the reactants Br[C:2]1[CH:10]=[C:9]2[C:5]([CH2:6][CH2:7][CH:8]2[NH:11][C:12]2[CH:17]=[CH:16][CH:15]=[C:14]([Cl:18])[CH:13]=2)=[CH:4][CH:3]=1.C(P(C(C)(C)C)C1C=CC=CC=1C1C=CC=CC=1)(C)(C)C.CC(C)([O-])C.[Na+].[CH3:46][N:47]([CH3:57])[C:48]1[CH:53]=[CH:52][C:51]([CH2:54][NH:55][CH3:56])=[CH:50][CH:49]=1, predict the reaction product. The product is: [Cl:18][C:14]1[CH:13]=[C:12]([NH:11][CH:8]2[C:9]3[C:5](=[CH:4][CH:3]=[C:2]([N:55]([CH2:54][C:51]4[CH:52]=[CH:53][C:48]([N:47]([CH3:46])[CH3:57])=[CH:49][CH:50]=4)[CH3:56])[CH:10]=3)[CH2:6][CH2:7]2)[CH:17]=[CH:16][CH:15]=1. (6) Given the reactants FC(F)(F)S(O[C:7]1[C:8]([CH3:36])([CH3:35])[C@H:9]2[C@:22]([CH3:25])([CH2:23][CH:24]=1)[C@@H:21]1[C@:12]([CH3:34])([C@@:13]3([CH3:33])[C@H:18]([CH2:19][CH2:20]1)[C@H:17]1[C@H:26]([C:29]([CH3:31])=[CH2:30])[CH2:27][CH2:28][C@:16]1([NH2:32])[CH2:15][CH2:14]3)[CH2:11][CH2:10]2)(=O)=O.[F:39][CH2:40][C@@:41]1([C:56]([O:58][CH2:59][C:60]2[CH:65]=[CH:64][CH:63]=[CH:62][CH:61]=2)=[O:57])[CH2:46][CH2:45][C:44](B2OC(C)(C)C(C)(C)O2)=[CH:43][CH2:42]1.C1COCC1.[O-]P([O-])([O-])=O.[K+].[K+].[K+], predict the reaction product. The product is: [NH2:32][C@:16]12[CH2:28][CH2:27][C@@H:26]([C:29]([CH3:31])=[CH2:30])[C@@H:17]1[C@@H:18]1[C@@:13]([CH3:33])([CH2:14][CH2:15]2)[C@@:12]2([CH3:34])[C@@H:21]([C@:22]3([CH3:25])[C@@H:9]([CH2:10][CH2:11]2)[C:8]([CH3:35])([CH3:36])[C:7]([C:44]2[CH2:45][CH2:46][C@@:41]([CH2:40][F:39])([C:56]([O:58][CH2:59][C:60]4[CH:61]=[CH:62][CH:63]=[CH:64][CH:65]=4)=[O:57])[CH2:42][CH:43]=2)=[CH:24][CH2:23]3)[CH2:20][CH2:19]1. (7) Given the reactants [CH3:1][C:2]1[N:6]([C:7]2[N:12]=[C:11]([NH:13][C:14]3[CH:19]=[CH:18][C:17]([C:20]([F:23])([F:22])[F:21])=[CH:16][CH:15]=3)[CH:10]=[C:9]([NH2:24])[N:8]=2)[C:5]2[CH:25]=[CH:26][CH:27]=[CH:28][C:4]=2[N:3]=1.[Cl:29]N1C(=O)CCC1=O.C([O-])(O)=O.[Na+], predict the reaction product. The product is: [Cl:29][C:10]1[C:11]([NH:13][C:14]2[CH:19]=[CH:18][C:17]([C:20]([F:23])([F:22])[F:21])=[CH:16][CH:15]=2)=[N:12][C:7]([N:6]2[C:5]3[CH:25]=[CH:26][CH:27]=[CH:28][C:4]=3[N:3]=[C:2]2[CH3:1])=[N:8][C:9]=1[NH2:24]. (8) Given the reactants [CH3:1][N:2]([CH3:6])[CH2:3][CH:4]=O.[Cl:7][C:8]1[CH:49]=[CH:48][C:11]([CH2:12][NH:13][CH2:14][C:15]([C@:17]23[CH2:43][C:42](=[O:44])[C:41]([CH:45]([CH3:47])[CH3:46])=[C:18]2[C@@H:19]2[C@@:32]([CH3:35])([CH2:33][CH2:34]3)[C@@:31]3([CH3:36])[C@@H:22]([C@:23]4([CH3:40])[C@@H:28]([CH2:29][CH2:30]3)[C:27]([CH3:38])([CH3:37])[C@@H:26]([OH:39])[CH2:25][CH2:24]4)[CH2:21][CH2:20]2)=[O:16])=[CH:10][CH:9]=1.CCN(CC)CC.C([BH3-])#N.[Na+], predict the reaction product. The product is: [Cl:7][C:8]1[CH:9]=[CH:10][C:11]([CH2:12][N:13]([CH2:4][CH2:3][N:2]([CH3:6])[CH3:1])[CH2:14][C:15]([C@:17]23[CH2:43][C:42](=[O:44])[C:41]([CH:45]([CH3:46])[CH3:47])=[C:18]2[C@@H:19]2[C@@:32]([CH3:35])([CH2:33][CH2:34]3)[C@@:31]3([CH3:36])[C@@H:22]([C@:23]4([CH3:40])[C@@H:28]([CH2:29][CH2:30]3)[C:27]([CH3:37])([CH3:38])[C@@H:26]([OH:39])[CH2:25][CH2:24]4)[CH2:21][CH2:20]2)=[O:16])=[CH:48][CH:49]=1.